This data is from Reaction yield outcomes from USPTO patents with 853,638 reactions. The task is: Predict the reaction yield, written as a fraction of the theoretical maximum amount of product (1.0 means a 100% yield; for example, 0.34 means a 34% yield). (1) The reactants are [Br:1][C:2]1[CH:3]=[N:4][C:5]([CH2:8][OH:9])=[N:6][CH:7]=1.C(N(CC)CC)C.[S:17](Cl)([CH3:20])(=[O:19])=[O:18]. The catalyst is O1CCCC1. The product is [CH3:20][S:17]([O:9][CH2:8][C:5]1[N:6]=[CH:7][C:2]([Br:1])=[CH:3][N:4]=1)(=[O:19])=[O:18]. The yield is 0.860. (2) The reactants are [OH-].[K+].[CH2:3]([O:5][C:6]([C:8]1([C:11]([O:13]CC)=[O:12])[CH2:10][CH2:9]1)=[O:7])C. The catalyst is CO. The product is [CH3:3][O:5][C:6]([C:8]1([C:11]([OH:13])=[O:12])[CH2:10][CH2:9]1)=[O:7]. The yield is 0.750. (3) The reactants are C(O)(=O)[CH:2]([CH2:4][C:5]([OH:7])=[O:6])[OH:3]. The catalyst is OS(O)(=O)=O. The product is [CH:5]1[C:4]([C:5]([OH:7])=[O:6])=[CH:2][O:3][C:2](=[O:3])[CH:4]=1. The yield is 0.650. (4) The reactants are [C:1]([O:5][C:6](=[O:15])[NH:7][CH:8]1[CH2:13][CH2:12][C:11](=O)[CH2:10][CH2:9]1)([CH3:4])([CH3:3])[CH3:2].[NH:16]1[CH2:21][CH2:20][O:19][CH2:18][CH2:17]1.C(O[BH-](OC(=O)C)OC(=O)C)(=O)C.[Na+]. The catalyst is C(Cl)Cl.C(O)(=O)C. The product is [C:1]([O:5][C:6](=[O:15])[NH2:7])([CH3:4])([CH3:3])[CH3:2].[N:16]1([CH:11]2[CH2:12][CH2:13][CH:8]([NH2:7])[CH2:9][CH2:10]2)[CH2:21][CH2:20][O:19][CH2:18][CH2:17]1. The yield is 0.130. (5) The reactants are Br[C:2]1[CH:7]=[C:6]([C:8]([F:11])([F:10])[F:9])[CH:5]=[C:4]([N+:12]([O-:14])=[O:13])[CH:3]=1.CC1(C)C(C)(C)OB([C:23]2[CH:24]=[N:25][N:26]([C:28]([O:30][C:31]([CH3:34])([CH3:33])[CH3:32])=[O:29])[CH:27]=2)O1.C([O-])(=O)C.[Na+].O1CCOCC1. The catalyst is C1C=CC(P(C2C=CC=CC=2)[C-]2C=CC=C2)=CC=1.C1C=CC(P(C2C=CC=CC=2)[C-]2C=CC=C2)=CC=1.Cl[Pd]Cl.[Fe+2].CCOC(C)=O.O. The product is [N+:12]([C:4]1[CH:3]=[C:2]([C:23]2[CH:24]=[N:25][N:26]([C:28]([O:30][C:31]([CH3:34])([CH3:33])[CH3:32])=[O:29])[CH:27]=2)[CH:7]=[C:6]([C:8]([F:11])([F:10])[F:9])[CH:5]=1)([O-:14])=[O:13]. The yield is 0.809. (6) The reactants are [Cl:1][C:2]1[CH:10]=[C:9]([F:11])[C:8]([N+:12]([O-:14])=[O:13])=[CH:7][C:3]=1[C:4](Cl)=[O:5].[CH:15]1([NH2:20])[CH2:19][CH2:18][CH2:17][CH2:16]1. The catalyst is C(Cl)Cl. The product is [Cl:1][C:2]1[CH:10]=[C:9]([F:11])[C:8]([N+:12]([O-:14])=[O:13])=[CH:7][C:3]=1[C:4]([NH:20][CH:15]1[CH2:19][CH2:18][CH2:17][CH2:16]1)=[O:5].[Cl:1][C:2]1[CH:10]=[C:9]([NH:20][CH:15]2[CH2:19][CH2:18][CH2:17][CH2:16]2)[C:8]([N+:12]([O-:14])=[O:13])=[CH:7][C:3]=1[C:4]([NH:20][CH:15]1[CH2:19][CH2:18][CH2:17][CH2:16]1)=[O:5]. The yield is 0.280. (7) The reactants are [CH3:1][O:2][C:3]1[C:4]([NH:15][C:16](=[O:20])OCC)=[N:5][C:6]2[C:11]([N:12]=1)=[CH:10][C:9]([O:13][CH3:14])=[CH:8][CH:7]=2.[CH3:21][C:22]1[CH:27]=[CH:26][CH:25]=[C:24]([CH3:28])[C:23]=1[N:29]1[CH2:34][CH2:33][NH:32][CH2:31][CH2:30]1. No catalyst specified. The product is [CH3:1][O:2][C:3]1[C:4]([NH:15][C:16]([N:32]2[CH2:33][CH2:34][N:29]([C:23]3[C:24]([CH3:28])=[CH:25][CH:26]=[CH:27][C:22]=3[CH3:21])[CH2:30][CH2:31]2)=[O:20])=[N:5][C:6]2[C:11]([N:12]=1)=[CH:10][C:9]([O:13][CH3:14])=[CH:8][CH:7]=2. The yield is 0.910.